Dataset: Full USPTO retrosynthesis dataset with 1.9M reactions from patents (1976-2016). Task: Predict the reactants needed to synthesize the given product. The reactants are: C(O[C:4]([C:6]1[CH:11]=[C:10]([C:12]2[CH:13]=[N:14][CH:15]=[C:16]([F:18])[CH:17]=2)[CH:9]=[C:8]([CH3:19])[N:7]=1)=[O:5])C.[NH2:20][C:21]1[S:22][CH:23]=[C:24]([CH2:26][C:27]#[N:28])[N:25]=1. Given the product [C:27]([CH2:26][C:24]1[N:25]=[C:21]([NH:20][C:4]([C:6]2[CH:11]=[C:10]([C:12]3[CH:13]=[N:14][CH:15]=[C:16]([F:18])[CH:17]=3)[CH:9]=[C:8]([CH3:19])[N:7]=2)=[O:5])[S:22][CH:23]=1)#[N:28], predict the reactants needed to synthesize it.